This data is from Forward reaction prediction with 1.9M reactions from USPTO patents (1976-2016). The task is: Predict the product of the given reaction. (1) The product is: [NH2:1][C:2]1[N:7]=[CH:6][C:5]([C:8]2[CH:33]=[CH:32][C:11]3[N:12]([C:28]([CH3:29])([CH3:30])[CH3:31])[C:13]([C:15]4[CH:16]=[C:17]([CH:20]=[CH:21][C:22]=4[N:23]4[CH:27]=[N:26][CH:25]=[N:24]4)[C:18]([NH2:19])=[O:35])=[N:14][C:10]=3[CH:9]=2)=[CH:4][N:3]=1. Given the reactants [NH2:1][C:2]1[N:7]=[CH:6][C:5]([C:8]2[CH:33]=[CH:32][C:11]3[N:12]([C:28]([CH3:31])([CH3:30])[CH3:29])[C:13]([C:15]4[CH:16]=[C:17]([CH:20]=[CH:21][C:22]=4[N:23]4[CH:27]=[N:26][CH:25]=[N:24]4)[C:18]#[N:19])=[N:14][C:10]=3[CH:9]=2)=[CH:4][N:3]=1.[NH4+].[OH-:35].OO, predict the reaction product. (2) The product is: [OH:22][C:23]1[CH:24]=[C:25]([C:29]#[C:30][C:2]2[CH:11]=[C:10]3[C:5]([C:6](=[O:21])[CH:7]=[C:8]([C:12]4[N:17]=[CH:16][N:15]5[CH:18]=[CH:19][CH:20]=[C:14]5[CH:13]=4)[O:9]3)=[CH:4][CH:3]=2)[CH:26]=[CH:27][CH:28]=1. Given the reactants Br[C:2]1[CH:11]=[C:10]2[C:5]([C:6](=[O:21])[CH:7]=[C:8]([C:12]3[N:17]=[CH:16][N:15]4[CH:18]=[CH:19][CH:20]=[C:14]4[CH:13]=3)[O:9]2)=[CH:4][CH:3]=1.[OH:22][C:23]1[CH:24]=[C:25]([C:29]#[CH:30])[CH:26]=[CH:27][CH:28]=1, predict the reaction product. (3) Given the reactants [C:1]([N:5]1[C:9]([C:10]2[CH:15]=[CH:14][C:13]([F:16])=[CH:12][CH:11]=2)=[C:8]([C:17]2[S:18][CH:19]=[C:20]([CH2:22][C:23]([O:25][CH2:26][CH3:27])=[O:24])[N:21]=2)[CH:7]=[N:6]1)([CH3:4])([CH3:3])[CH3:2].[CH3:28]I, predict the reaction product. The product is: [C:1]([N:5]1[C:9]([C:10]2[CH:15]=[CH:14][C:13]([F:16])=[CH:12][CH:11]=2)=[C:8]([C:17]2[S:18][CH:19]=[C:20]([CH:22]([CH3:28])[C:23]([O:25][CH2:26][CH3:27])=[O:24])[N:21]=2)[CH:7]=[N:6]1)([CH3:4])([CH3:3])[CH3:2]. (4) Given the reactants [N+:1]([C:4]1[CH:13]=[C:12]2[C:7]([CH2:8][CH2:9][C:10](=[O:14])[CH2:11]2)=[CH:6][CH:5]=1)([O-])=O, predict the reaction product. The product is: [NH2:1][C:4]1[CH:13]=[C:12]2[C:7]([CH2:8][CH2:9][C:10](=[O:14])[CH2:11]2)=[CH:6][CH:5]=1. (5) Given the reactants [CH3:1][C:2]1([CH3:21])[O:6][CH:5]([CH2:7][C:8]2[C:13]([O:14][CH3:15])=[CH:12][C:11]([CH2:16][OH:17])=[C:10]([N+:18]([O-:20])=[O:19])[CH:9]=2)[CH2:4][O:3]1, predict the reaction product. The product is: [CH3:1][C:2]1([CH3:21])[O:6][CH:5]([CH2:7][C:8]2[C:13]([O:14][CH3:15])=[CH:12][C:11]([CH:16]=[O:17])=[C:10]([N+:18]([O-:20])=[O:19])[CH:9]=2)[CH2:4][O:3]1. (6) Given the reactants [Cl:1][C:2]1[CH:10]=[CH:9][C:5]([C:6]([NH2:8])=[O:7])=[CH:4][N:3]=1.[H-].[Na+].Br[CH2:14][C:15]1[C:24](=[O:25])[C:23]2[C:18](=[CH:19][C:20]([Cl:26])=[CH:21][CH:22]=2)[N:17]([C:27]2[CH:32]=[CH:31][CH:30]=[CH:29][CH:28]=2)[C:16]=1[C:33]1[O:34][CH:35]=[CH:36][N:37]=1, predict the reaction product. The product is: [Cl:1][C:2]1[CH:10]=[CH:9][C:5]([C:6]([NH:8][CH2:14][C:15]2[C:24](=[O:25])[C:23]3[C:18](=[CH:19][C:20]([Cl:26])=[CH:21][CH:22]=3)[N:17]([C:27]3[CH:32]=[CH:31][CH:30]=[CH:29][CH:28]=3)[C:16]=2[C:33]2[O:34][CH:35]=[CH:36][N:37]=2)=[O:7])=[CH:4][N:3]=1. (7) Given the reactants [CH3:1][S:2](Cl)(=[O:4])=[O:3].[OH:6][CH2:7][CH2:8][CH2:9][N:10]([C:18]1[CH:23]=[CH:22][CH:21]=[CH:20][N+:19]=1[O-:24])[C:11]([O:13][C:14]([CH3:17])([CH3:16])[CH3:15])=[O:12].N1C=CC=CC=1, predict the reaction product. The product is: [CH3:1][S:2]([O:6][CH2:7][CH2:8][CH2:9][N:10]([C:18]1[CH:23]=[CH:22][CH:21]=[CH:20][N+:19]=1[O-:24])[C:11]([O:13][C:14]([CH3:17])([CH3:16])[CH3:15])=[O:12])(=[O:4])=[O:3].